Predict the reaction yield, written as a fraction of the theoretical maximum amount of product (1.0 means a 100% yield; for example, 0.34 means a 34% yield). From a dataset of Reaction yield outcomes from USPTO patents with 853,638 reactions. The reactants are [CH:1]1([O:4][C:5]2[CH:14]=[CH:13][C:8]([C:9]([O:11]C)=[O:10])=[CH:7][C:6]=2[S:15]([N:18]2[CH2:24][CH:23]([OH:25])[CH2:22][O:21][CH2:20][CH2:19]2)(=[O:17])=[O:16])[CH2:3][CH2:2]1.Cl. The catalyst is C1COCC1.O. The product is [CH:1]1([O:4][C:5]2[CH:14]=[CH:13][C:8]([C:9]([OH:11])=[O:10])=[CH:7][C:6]=2[S:15]([N:18]2[CH2:24][CH:23]([OH:25])[CH2:22][O:21][CH2:20][CH2:19]2)(=[O:16])=[O:17])[CH2:3][CH2:2]1. The yield is 0.855.